The task is: Predict the reaction yield, written as a fraction of the theoretical maximum amount of product (1.0 means a 100% yield; for example, 0.34 means a 34% yield).. This data is from Reaction yield outcomes from USPTO patents with 853,638 reactions. (1) The reactants are Cl[C:2]1[S:3][C:4]2[CH:10]=[C:9]([O:11][C:12]([F:15])([F:14])[F:13])[CH:8]=[CH:7][C:5]=2[N:6]=1.[Br:16][C:17]1[CH:23]=[CH:22][C:20]([NH2:21])=[C:19]([F:24])[CH:18]=1. The catalyst is C(O)CCC.O1CCOCC1. The product is [Br:16][C:17]1[CH:23]=[CH:22][C:20]([NH:21][C:2]2[S:3][C:4]3[CH:10]=[C:9]([O:11][C:12]([F:15])([F:14])[F:13])[CH:8]=[CH:7][C:5]=3[N:6]=2)=[C:19]([F:24])[CH:18]=1. The yield is 0.580. (2) The reactants are [CH3:1][O:2][C:3](=[O:15])[C:4]1[CH:9]=[C:8]([O:10][CH:11]([CH3:13])[CH3:12])[CH:7]=[C:6]([OH:14])[CH:5]=1.C1C=CC(P(C2C=CC=CC=2)C2C=CC=CC=2)=CC=1.[S:35]1[CH:39]=[CH:38][C:37]([CH2:40][CH2:41]O)=[CH:36]1.CC(OC(/N=N/C(OC(C)C)=O)=O)C. The catalyst is C1COCC1. The product is [CH3:1][O:2][C:3](=[O:15])[C:4]1[CH:5]=[C:6]([O:14][CH2:41][CH2:40][C:37]2[CH:38]=[CH:39][S:35][CH:36]=2)[CH:7]=[C:8]([O:10][CH:11]([CH3:13])[CH3:12])[CH:9]=1. The yield is 0.910. (3) The reactants are [CH2:1]([N:13]1[C:23]2[C:18](=[CH:19][CH:20]=[CH:21][CH:22]=2)[C:16](=O)[C:14]1=[O:15])[CH2:2][CH2:3][CH2:4][CH2:5][CH2:6][CH2:7][CH2:8][CH2:9][CH2:10][CH2:11][CH3:12].[C:24]([NH:32][NH2:33])(=[O:31])[C:25]1[CH:30]=[CH:29][CH:28]=[CH:27][CH:26]=1. No catalyst specified. The product is [CH2:1]([N:13]1[C:23]2[C:18](=[CH:19][CH:20]=[CH:21][CH:22]=2)/[C:16](=[N:33]/[NH:32][C:24](=[O:31])[C:25]2[CH:30]=[CH:29][CH:28]=[CH:27][CH:26]=2)/[C:14]1=[O:15])[CH2:2][CH2:3][CH2:4][CH2:5][CH2:6][CH2:7][CH2:8][CH2:9][CH2:10][CH2:11][CH3:12]. The yield is 1.00. (4) The reactants are [CH3:1][O:2][C:3]1[C:8]([C:9]2[CH:14]=[CH:13][N:12]=[C:11]([NH2:15])[CH:10]=2)=[CH:7][CH:6]=[CH:5][N:4]=1.[C:16](N1C=CC=CC1=O)(N1C=CC=CC1=O)=[S:17]. The catalyst is ClCCl. The product is [N:15]([C:11]1[CH:10]=[C:9]([C:8]2[C:3]([O:2][CH3:1])=[N:4][CH:5]=[CH:6][CH:7]=2)[CH:14]=[CH:13][N:12]=1)=[C:16]=[S:17]. The yield is 0.718. (5) The reactants are [CH:1]1([CH2:4][P:5](Cl)(Cl)=[O:6])[CH2:3][CH2:2]1.[CH:9]([Mg]Br)=[CH2:10].[Cl-].[NH4+].[CH2:15]1COC[CH2:16]1. No catalyst specified. The product is [CH:1]1([CH2:4][P:5](=[O:6])([CH:9]=[CH2:10])[CH:15]=[CH2:16])[CH2:3][CH2:2]1. The yield is 0.470. (6) The reactants are C(OC(=O)[NH:7][C:8]1[CH:16]=[C:15]2[C:11]([CH:12]=[C:13]([C:17]3[C:22]([O:23][CH3:24])=[CH:21][CH:20]=[CH:19][C:18]=3[Cl:25])[NH:14]2)=[CH:10][CH:9]=1)(C)(C)C.FC(F)(F)C(O)=O. The catalyst is C(Cl)Cl. The product is [Cl:25][C:18]1[CH:19]=[CH:20][CH:21]=[C:22]([O:23][CH3:24])[C:17]=1[C:13]1[NH:14][C:15]2[C:11]([CH:12]=1)=[CH:10][CH:9]=[C:8]([NH2:7])[CH:16]=2. The yield is 0.910. (7) The reactants are [NH2:1][CH:2]([CH2:12][C:13]1[CH:18]=[CH:17][CH:16]=[CH:15][C:14]=1[C:19]([F:22])([F:21])[F:20])[CH:3]([C:5]1[CH:10]=[CH:9][C:8]([F:11])=[CH:7][CH:6]=1)[OH:4].[CH:23]1([C:29](Cl)=[O:30])[CH2:28][CH2:27][CH2:26][CH2:25][CH2:24]1.C(=O)([O-])O.[Na+]. The catalyst is C(OCC)(=O)C.O. The product is [F:11][C:8]1[CH:9]=[CH:10][C:5]([CH:3]([OH:4])[CH:2]([NH:1][C:29]([CH:23]2[CH2:28][CH2:27][CH2:26][CH2:25][CH2:24]2)=[O:30])[CH2:12][C:13]2[CH:18]=[CH:17][CH:16]=[CH:15][C:14]=2[C:19]([F:22])([F:20])[F:21])=[CH:6][CH:7]=1. The yield is 0.870. (8) The reactants are [CH:1]1([CH:6]([NH:18][C:19]2[CH:24]=[CH:23][C:22]([C:25]([NH:27][CH2:28][CH2:29][C:30]([O:32]CC)=[O:31])=[O:26])=[CH:21][CH:20]=2)[C:7]2[O:8][C:9]3[CH:16]=[CH:15][C:14]([F:17])=[CH:13][C:10]=3[C:11]=2[CH3:12])[CH2:5][CH2:4][CH2:3][CH2:2]1.[OH-].[Na+]. The catalyst is C(O)C.O1CCCC1. The product is [CH:1]1([CH:6]([NH:18][C:19]2[CH:20]=[CH:21][C:22]([C:25]([NH:27][CH2:28][CH2:29][C:30]([OH:32])=[O:31])=[O:26])=[CH:23][CH:24]=2)[C:7]2[O:8][C:9]3[CH:16]=[CH:15][C:14]([F:17])=[CH:13][C:10]=3[C:11]=2[CH3:12])[CH2:5][CH2:4][CH2:3][CH2:2]1. The yield is 0.830. (9) The product is [NH2:1][C:4]1[CH:5]=[CH:6][C:7]([N:10]2[CH2:14][CH2:13][C@H:12]([OH:15])[CH2:11]2)=[N:8][CH:9]=1. The yield is 0.990. The reactants are [N+:1]([C:4]1[CH:5]=[CH:6][C:7]([N:10]2[CH2:14][CH2:13][C@H:12]([OH:15])[CH2:11]2)=[N:8][CH:9]=1)([O-])=O. The catalyst is CO.[Pd]. (10) The reactants are [CH:1]([NH:4][CH:5]([CH3:7])[CH3:6])([CH3:3])[CH3:2].[OH-].[K+].S(Cl)([Cl:12])=O.[CH:14]1[CH:19]=CC=CC=1. No catalyst specified. The product is [ClH:12].[CH:1]([N:4]([CH:5]([CH3:7])[CH3:6])[CH2:19][CH2:14][Cl:12])([CH3:3])[CH3:2]. The yield is 0.380.